Dataset: NCI-60 drug combinations with 297,098 pairs across 59 cell lines. Task: Regression. Given two drug SMILES strings and cell line genomic features, predict the synergy score measuring deviation from expected non-interaction effect. (1) Drug 1: C1=CC(=CC=C1CCC2=CNC3=C2C(=O)NC(=N3)N)C(=O)NC(CCC(=O)O)C(=O)O. Drug 2: C1=CC=C(C=C1)NC(=O)CCCCCCC(=O)NO. Cell line: SK-OV-3. Synergy scores: CSS=27.5, Synergy_ZIP=-5.21, Synergy_Bliss=-9.70, Synergy_Loewe=-15.2, Synergy_HSA=-8.25. (2) Cell line: NCIH23. Drug 1: CC1=C(C=C(C=C1)NC2=NC=CC(=N2)N(C)C3=CC4=NN(C(=C4C=C3)C)C)S(=O)(=O)N.Cl. Synergy scores: CSS=1.50, Synergy_ZIP=1.67, Synergy_Bliss=2.35, Synergy_Loewe=0.0301, Synergy_HSA=-0.0460. Drug 2: CC1=C(C(CCC1)(C)C)C=CC(=CC=CC(=CC(=O)O)C)C. (3) Cell line: RXF 393. Drug 1: C1=NC2=C(N=C(N=C2N1C3C(C(C(O3)CO)O)O)F)N. Drug 2: CCC1(C2=C(COC1=O)C(=O)N3CC4=CC5=C(C=CC(=C5CN(C)C)O)N=C4C3=C2)O.Cl. Synergy scores: CSS=31.2, Synergy_ZIP=-2.06, Synergy_Bliss=-6.52, Synergy_Loewe=-6.38, Synergy_HSA=-4.86. (4) Drug 1: C#CCC(CC1=CN=C2C(=N1)C(=NC(=N2)N)N)C3=CC=C(C=C3)C(=O)NC(CCC(=O)O)C(=O)O. Drug 2: CC(C)CN1C=NC2=C1C3=CC=CC=C3N=C2N. Cell line: OVCAR3. Synergy scores: CSS=-4.68, Synergy_ZIP=2.68, Synergy_Bliss=-0.241, Synergy_Loewe=0.518, Synergy_HSA=-5.27. (5) Drug 1: C1CN(CCN1C(=O)CCBr)C(=O)CCBr. Drug 2: COC1=C2C(=CC3=C1OC=C3)C=CC(=O)O2. Cell line: UACC62. Synergy scores: CSS=41.8, Synergy_ZIP=1.08, Synergy_Bliss=1.07, Synergy_Loewe=-4.13, Synergy_HSA=0.799.